This data is from Full USPTO retrosynthesis dataset with 1.9M reactions from patents (1976-2016). The task is: Predict the reactants needed to synthesize the given product. Given the product [CH2:25]([O:32][CH2:33][C@H:34]1[N:38]([S:39]([C:42]2[CH:51]=[CH:50][C:49]3[C:44](=[CH:45][CH:46]=[CH:47][CH:48]=3)[CH:43]=2)(=[O:41])=[O:40])[CH2:37][C@@H:36]([O:3][S:2]([CH3:1])(=[O:5])=[O:4])[CH2:35]1)[C:26]1[CH:31]=[CH:30][CH:29]=[CH:28][CH:27]=1, predict the reactants needed to synthesize it. The reactants are: [CH3:1][S:2]([OH:5])(=[O:4])=[O:3].C1(P(C2C=CC=CC=2)C2C=CC=CC=2)C=CC=CC=1.[CH2:25]([O:32][CH2:33][C@H:34]1[N:38]([S:39]([C:42]2[CH:51]=[CH:50][C:49]3[C:44](=[CH:45][CH:46]=[CH:47][CH:48]=3)[CH:43]=2)(=[O:41])=[O:40])[CH2:37][C@H:36](O)[CH2:35]1)[C:26]1[CH:31]=[CH:30][CH:29]=[CH:28][CH:27]=1.N(C([O-])=O)=NC([O-])=O.